This data is from Catalyst prediction with 721,799 reactions and 888 catalyst types from USPTO. The task is: Predict which catalyst facilitates the given reaction. (1) Reactant: [BH4-].[Na+].[CH3:3][C:4]([N+:21]([O-])=O)([CH3:20])[CH2:5][C:6]1[CH:19]=[CH:18][C:9]([O:10][C:11]2[CH:16]=[CH:15][C:14]([OH:17])=[CH:13][CH:12]=2)=[CH:8][CH:7]=1.[BH4-].[Na+]. Product: [CH3:20][C:4]([NH2:21])([CH3:3])[CH2:5][C:6]1[CH:7]=[CH:8][C:9]([O:10][C:11]2[CH:16]=[CH:15][C:14]([OH:17])=[CH:13][CH:12]=2)=[CH:18][CH:19]=1. The catalyst class is: 5. (2) Product: [OH:8][C:9]1[C:10]([CH3:29])=[CH:11][C:12]([C:16]2[CH:21]=[CH:20][C:19]([C:22]([O:24][CH3:25])=[O:23])=[C:18]([CH:26]([CH3:27])[CH3:28])[CH:17]=2)=[CH:13][C:14]=1[CH3:15]. The catalyst class is: 457. Reactant: C([O:8][C:9]1[C:14]([CH3:15])=[CH:13][C:12]([C:16]2[CH:21]=[CH:20][C:19]([C:22]([O:24][CH3:25])=[O:23])=[C:18]([CH:26]([CH3:28])[CH3:27])[CH:17]=2)=[CH:11][C:10]=1[CH3:29])C1C=CC=CC=1.